Task: Predict the reaction yield, written as a fraction of the theoretical maximum amount of product (1.0 means a 100% yield; for example, 0.34 means a 34% yield).. Dataset: Reaction yield outcomes from USPTO patents with 853,638 reactions (1) The reactants are [F:1][C:2]([F:27])([F:26])[C:3]1[CH:4]=[C:5]([CH:13]2[CH2:18][CH2:17][CH2:16][N:15]([CH2:19][C@H:20]([OH:25])[C:21]([F:24])([F:23])[F:22])[CH2:14]2)[CH:6]=[C:7]([C:9]([F:12])([F:11])[F:10])[CH:8]=1.[Cl:28][C:29]1[CH:34]=[CH:33][C:32]([N:35]=[C:36]=[O:37])=[CH:31][CH:30]=1. The catalyst is C(#N)C. The product is [F:27][C:2]([F:26])([F:1])[C:3]1[CH:4]=[C:5]([C@H:13]2[CH2:18][CH2:17][CH2:16][N:15]([CH2:19][C@H:20]([O:25][C:36](=[O:37])[NH:35][C:32]3[CH:33]=[CH:34][C:29]([Cl:28])=[CH:30][CH:31]=3)[C:21]([F:24])([F:23])[F:22])[CH2:14]2)[CH:6]=[C:7]([C:9]([F:10])([F:11])[F:12])[CH:8]=1. The yield is 0.340. (2) The reactants are Cl[CH2:2][C:3]([C:5]1[CH:31]=[C:8]2[CH2:9][N:10]([C:13]([O:15][CH2:16][C:17]3[CH:22]=[C:21]([C:23]([F:26])([F:25])[F:24])[CH:20]=[C:19]([C:27]([F:30])([F:29])[F:28])[CH:18]=3)=[O:14])[CH2:11][CH2:12][N:7]2[N:6]=1)=[O:4].[NH:32]1[CH2:36][CH2:35][CH2:34][C@H:33]1[CH2:37][OH:38].CCN(C(C)C)C(C)C. The catalyst is C(Cl)Cl. The product is [OH:38][CH2:37][C@@H:33]1[CH2:34][CH2:35][CH2:36][N:32]1[CH2:2][C:3]([C:5]1[CH:31]=[C:8]2[CH2:9][N:10]([C:13]([O:15][CH2:16][C:17]3[CH:22]=[C:21]([C:23]([F:26])([F:25])[F:24])[CH:20]=[C:19]([C:27]([F:30])([F:29])[F:28])[CH:18]=3)=[O:14])[CH2:11][CH2:12][N:7]2[N:6]=1)=[O:4]. The yield is 0.600. (3) The reactants are [OH:1][C:2]1[C:3]([C:16]([NH:18][C@H:19]([C:21]2[CH:26]=[CH:25][CH:24]=[CH:23][CH:22]=2)[CH3:20])=[O:17])=[CH:4][N:5]([CH2:9][C:10]2[CH:15]=[CH:14][CH:13]=[CH:12][CH:11]=2)[C:6](=[O:8])[CH:7]=1.OC1C([C:42]([OH:44])=[O:43])=CN(CC2C=CC=CC=2)C(=O)C=1.CN(C(ON1N=NC2C=CC=NC1=2)=[N+](C)C)C.F[P-](F)(F)(F)(F)F.C1([C@@H](N)C)C=CC=CC=1.[CH3:78][N:79](C)[CH:80]=[O:81]. The catalyst is C(Cl)Cl.C(OCC)(=O)C. The product is [OH:1][C:2]1[C:3]([C:16]([NH:18][C@H:19]([C:21]2[CH:22]=[CH:23][CH:24]=[CH:25][CH:26]=2)[CH3:20])=[O:17])=[CH:4][N:5]([CH2:9][C:10]2[CH:15]=[CH:14][CH:13]=[CH:12][CH:11]=2)[C:6](=[O:8])[C:7]=1[C:80]([NH:79][CH2:78][C:42]([OH:44])=[O:43])=[O:81]. The yield is 0.600. (4) The reactants are [F:1][C:2]1[C:11]([O:12][CH3:13])=[C:10]2[C:5]([C:6](=[O:23])[C:7]([C:18]([O:20][CH2:21][CH3:22])=[O:19])=[CH:8][N:9]2[C@@H:14]2[CH2:16][C@@H:15]2[F:17])=[C:4]([N+:24]([O-])=O)[CH:3]=1.C(Cl)(Cl)Cl. The catalyst is C(#N)C.[C].[Pd]. The product is [NH2:24][C:4]1[CH:3]=[C:2]([F:1])[C:11]([O:12][CH3:13])=[C:10]2[C:5]=1[C:6](=[O:23])[C:7]([C:18]([O:20][CH2:21][CH3:22])=[O:19])=[CH:8][N:9]2[C@@H:14]1[CH2:16][C@@H:15]1[F:17]. The yield is 0.790.